Dataset: Catalyst prediction with 721,799 reactions and 888 catalyst types from USPTO. Task: Predict which catalyst facilitates the given reaction. (1) Reactant: [CH3:1][O:2][C:3](=[O:25])[C:4]1[CH:9]=[C:8]([S:10][C:11]2[CH:16]=[CH:15][CH:14]=[CH:13][C:12]=2[N+:17]([O-])=O)[CH:7]=[CH:6][C:5]=1[NH:20][C:21](=[O:24])[CH2:22][CH3:23].[H][H]. Product: [CH3:1][O:2][C:3](=[O:25])[C:4]1[CH:9]=[C:8]([S:10][C:11]2[CH:16]=[CH:15][CH:14]=[CH:13][C:12]=2[NH2:17])[CH:7]=[CH:6][C:5]=1[NH:20][C:21](=[O:24])[CH2:22][CH3:23]. The catalyst class is: 78. (2) Reactant: [Br:1][C:2]1[S:3][CH:4]=[C:5]([Br:8])[C:6]=1[CH3:7].[Br:9]N1C(=O)CCC1=O. Product: [Br:1][C:2]1[S:3][CH:4]=[C:5]([Br:8])[C:6]=1[CH2:7][Br:9]. The catalyst class is: 734. (3) The catalyst class is: 6. Product: [F:16][C:17]1[CH:24]=[CH:23][C:20]([C@@H:21]2[NH:2][CH:3]([C:6]([OH:8])=[O:7])[CH2:4][S:5]2)=[CH:19][CH:18]=1. Reactant: Cl.[NH2:2][C@H:3]([C:6]([OH:8])=[O:7])[CH2:4][SH:5].C([O-])(=O)C.[K+].CO.[F:16][C:17]1[CH:24]=[CH:23][C:20]([CH:21]=O)=[CH:19][CH:18]=1. (4) Reactant: [Br:1][C:2]1[CH:10]=[CH:9][C:8]([C:11]#[N:12])=[C:7]2[C:3]=1[C:4]([CH:13]=O)=[CH:5][NH:6]2.[NH2:15][CH:16]([CH:22]([O:26][CH2:27][CH3:28])[O:23][CH2:24][CH3:25])[C:17]([O:19][CH2:20][CH3:21])=[O:18].C1COCC1.C(O[BH-](OC(=O)C)OC(=O)C)(=O)C.[Na+]. Product: [Br:1][C:2]1[CH:10]=[CH:9][C:8]([C:11]#[N:12])=[C:7]2[C:3]=1[C:4]([CH2:13][NH:15][CH:16]([CH:22]([O:26][CH2:27][CH3:28])[O:23][CH2:24][CH3:25])[C:17]([O:19][CH2:20][CH3:21])=[O:18])=[CH:5][NH:6]2. The catalyst class is: 839.